From a dataset of Catalyst prediction with 721,799 reactions and 888 catalyst types from USPTO. Predict which catalyst facilitates the given reaction. (1) Reactant: [CH3:1][N:2]1[CH:6]=[C:5]([C:7]2[N:12]=[C:11]([C:13]3[CH:14]=[N:15][N:16]([C:18]4([CH2:29][CH2:30][OH:31])[CH2:21][N:20]([S:22]([C:25]([F:28])([F:27])[F:26])(=[O:24])=[O:23])[CH2:19]4)[CH:17]=3)[N:10]3[CH:32]=[CH:33][N:34]=[C:9]3[CH:8]=2)[CH:4]=[N:3]1.[H-].[Na+].[CH3:37]I. Product: [CH3:37][O:31][CH2:30][CH2:29][C:18]1([N:16]2[CH:17]=[C:13]([C:11]3[N:10]4[CH:32]=[CH:33][N:34]=[C:9]4[CH:8]=[C:7]([C:5]4[CH:4]=[N:3][N:2]([CH3:1])[CH:6]=4)[N:12]=3)[CH:14]=[N:15]2)[CH2:21][N:20]([S:22]([C:25]([F:28])([F:26])[F:27])(=[O:24])=[O:23])[CH2:19]1. The catalyst class is: 44. (2) Reactant: [NH2:1][C:2]1[CH:7]=[CH:6][C:5]([NH:8][C:9](=[O:11])[CH3:10])=[C:4]([O:12][CH2:13][C:14]2[CH:19]=[CH:18][CH:17]=[CH:16][CH:15]=2)[CH:3]=1.[C:20](Cl)([O:22][CH2:23][CH:24]1[C:36]2[C:31](=[CH:32][CH:33]=[CH:34][CH:35]=2)[C:30]2[C:25]1=[CH:26][CH:27]=[CH:28][CH:29]=2)=[O:21].C(N(C(C)C)C(C)C)C. Product: [CH:35]1[C:36]2[CH:24]([CH2:23][O:22][C:20](=[O:21])[NH:1][C:2]3[CH:7]=[CH:6][C:5]([NH:8][C:9](=[O:11])[CH3:10])=[C:4]([O:12][CH2:13][C:14]4[CH:19]=[CH:18][CH:17]=[CH:16][CH:15]=4)[CH:3]=3)[C:25]3[C:30](=[CH:29][CH:28]=[CH:27][CH:26]=3)[C:31]=2[CH:32]=[CH:33][CH:34]=1. The catalyst class is: 1.